This data is from Reaction yield outcomes from USPTO patents with 853,638 reactions. The task is: Predict the reaction yield, written as a fraction of the theoretical maximum amount of product (1.0 means a 100% yield; for example, 0.34 means a 34% yield). (1) The reactants are Cl[C:2]1[N:7]=[C:6]([CH3:8])[C:5]([C:9]([O:11][CH3:12])=[O:10])=[C:4]([NH:13][C:14]2[CH:15]=[C:16]([CH3:20])[CH:17]=[CH:18][CH:19]=2)[N:3]=1.[NH2:21][C@@H:22]1[CH2:27][CH2:26][CH2:25][CH2:24][C@@H:23]1[NH:28][C:29](=[O:35])[O:30][C:31]([CH3:34])([CH3:33])[CH3:32].C(N(CC)CC)C. The catalyst is CC(N(C)C)=O.CCOC(C)=O. The product is [C:31]([O:30][C:29]([NH:28][C@H:23]1[CH2:24][CH2:25][CH2:26][CH2:27][C@H:22]1[NH:21][C:2]1[N:7]=[C:6]([CH3:8])[C:5]([C:9]([O:11][CH3:12])=[O:10])=[C:4]([NH:13][C:14]2[CH:15]=[C:16]([CH3:20])[CH:17]=[CH:18][CH:19]=2)[N:3]=1)=[O:35])([CH3:34])([CH3:32])[CH3:33]. The yield is 0.620. (2) The reactants are [N+](=C)=[N-].[CH2:4]([O:6][C:7]1[CH:12]=[CH:11][C:10](/[CH:13]=[CH:14]/[C:15]([O:17][CH3:18])=[O:16])=[CH:9][CH:8]=1)[CH3:5].[OH-].[K+].[CH2:21](OCCOCCO)C.C(O)(C)C.C(=O)=O.C(O)CO.C(=O)=O.CC1C=CC(S(N(N=O)C)(=O)=O)=CC=1. The catalyst is C([O-])(=O)C.[Pd+2].C([O-])(=O)C.C(OCC)C.O. The product is [CH2:4]([O:6][C:7]1[CH:12]=[CH:11][C:10]([C@@H:13]2[CH2:21][C@H:14]2[C:15]([O:17][CH3:18])=[O:16])=[CH:9][CH:8]=1)[CH3:5]. The yield is 0.990. (3) The reactants are [NH2:1][C:2]1[CH:3]=[CH:4][CH:5]=[C:6]2[C:11]=1[CH2:10][C:9](=[O:12])[CH2:8][CH2:7]2.[BH4-].[Na+].O. The catalyst is CO. The product is [NH2:1][C:2]1[CH:3]=[CH:4][CH:5]=[C:6]2[C:11]=1[CH2:10][CH:9]([OH:12])[CH2:8][CH2:7]2. The yield is 0.710. (4) The reactants are C(N(C(C)C)CC)(C)C.[Br:10][C:11]1[CH:16]=[C:15]([C:17]([O-:19])=O)[CH:14]=[CH:13][C:12]=1[C:20]([O:22][CH3:23])=[O:21].CN(C(ON1N=NC2C=CC=CC1=2)=[N+](C)C)C.F[P-](F)(F)(F)(F)F.Cl.[OH:49][C:50]1[CH:51]=[C:52]([CH2:56][NH2:57])[CH:53]=[CH:54][CH:55]=1.C1C=CC2N(O)N=NC=2C=1. The catalyst is CN(C)C=O. The product is [Br:10][C:11]1[CH:16]=[C:15]([C:17]([NH:57][CH2:56][C:52]2[CH:53]=[CH:54][CH:55]=[C:50]([OH:49])[CH:51]=2)=[O:19])[CH:14]=[CH:13][C:12]=1[C:20]([O:22][CH3:23])=[O:21]. The yield is 0.730. (5) The reactants are [N:1]([CH2:4][CH:5]1[CH2:9][C:8]2[CH:10]=[CH:11][CH:12]=[C:13]([C:14]3[C:19]([Cl:20])=[CH:18][C:17]([Cl:21])=[CH:16][C:15]=3[Cl:22])[C:7]=2[O:6]1)=[N+]=[N-].C1(P(C2C=CC=CC=2)C2C=CC=CC=2)C=CC=CC=1.Cl. The catalyst is O1CCCC1.C(O)(C)C. The product is [Cl:22][C:15]1[CH:16]=[C:17]([Cl:21])[CH:18]=[C:19]([Cl:20])[C:14]=1[C:13]1[C:7]2[O:6][CH:5]([CH2:4][NH2:1])[CH2:9][C:8]=2[CH:10]=[CH:11][CH:12]=1. The yield is 0.560. (6) The reactants are [N:1]1([CH2:8][CH2:9][O:10][C:11]2[CH:16]=[CH:15][C:14]([C:17]([C:19]3[C:28]4[C:23](=[CH:24][C:25]([O:29]C)=[CH:26][CH:27]=4)[CH:22]=[CH:21][C:20]=3[C:31]3[CH:36]=[C:35]([F:37])[CH:34]=[CH:33][C:32]=3[F:38])=[O:18])=[CH:13][CH:12]=2)[CH2:7][CH2:6][CH2:5][CH2:4][CH2:3][CH2:2]1.B(Br)(Br)Br.C(=O)(O)[O-].[Na+].C(Cl)(Cl)Cl.C(O)(C)C. The catalyst is C(Cl)Cl. The product is [N:1]1([CH2:8][CH2:9][O:10][C:11]2[CH:16]=[CH:15][C:14]([C:17]([C:19]3[C:28]4[C:23](=[CH:24][C:25]([OH:29])=[CH:26][CH:27]=4)[CH:22]=[CH:21][C:20]=3[C:31]3[CH:36]=[C:35]([F:37])[CH:34]=[CH:33][C:32]=3[F:38])=[O:18])=[CH:13][CH:12]=2)[CH2:7][CH2:6][CH2:5][CH2:4][CH2:3][CH2:2]1. The yield is 0.460. (7) The product is [Cl:26][C:27]1[C:28]([NH:51][C@@H:52]2[CH2:57][CH2:56][CH2:55][CH2:54][C@H:53]2[NH:58][S:59]([CH3:62])(=[O:60])=[O:61])=[N:29][C:30]([NH:33][C:34]2[C:35]([O:49][CH3:50])=[CH:36][C:37]3[CH2:43][N:42]([CH2:44][CH3:45])[CH2:41][CH2:40][N:39]([CH2:46][CH3:47])[C:38]=3[CH:48]=2)=[N:31][CH:32]=1. No catalyst specified. The reactants are C(N1C2C=C(N)C(OC)=CC=2CN(CC)CC1)C.OC(C(F)(F)F)=O.[Cl:26][C:27]1[C:28]([NH:51][C@@H:52]2[CH2:57][CH2:56][CH2:55][CH2:54][C@H:53]2[NH:58][S:59]([CH3:62])(=[O:61])=[O:60])=[N:29][C:30]([NH:33][C:34]2[C:35]([O:49][CH3:50])=[CH:36][C:37]3[CH2:43][N:42]([CH2:44][CH3:45])[CH2:41][CH2:40][N:39]([CH2:46][CH3:47])[C:38]=3[CH:48]=2)=[N:31][CH:32]=1. The yield is 0.0800. (8) The reactants are [OH:1][C:2]1[CH:11]=[CH:10][C:5]2[C:6](=[O:9])[CH2:7][O:8][C:4]=2[C:3]=1[I:12].[C:13](=O)([O-])[O-].[K+].[K+].CI.O. The catalyst is CN(C=O)C. The product is [I:12][C:3]1[C:4]2[O:8][CH2:7][C:6](=[O:9])[C:5]=2[CH:10]=[CH:11][C:2]=1[O:1][CH3:13]. The yield is 0.490.